From a dataset of Reaction yield outcomes from USPTO patents with 853,638 reactions. Predict the reaction yield, written as a fraction of the theoretical maximum amount of product (1.0 means a 100% yield; for example, 0.34 means a 34% yield). (1) The reactants are [CH3:1][N:2]1[C:6]([C:7]([NH2:9])=[O:8])=[C:5]([N+:10]([O-])=O)[C:4]([CH3:13])=[N:3]1. The catalyst is C(O)C.C(OCC)(=O)C.[Pd]. The product is [NH2:10][C:5]1[C:4]([CH3:13])=[N:3][N:2]([CH3:1])[C:6]=1[C:7]([NH2:9])=[O:8]. The yield is 0.977. (2) The reactants are [C:1]([O:9][CH2:10][CH3:11])(=[O:8])[CH2:2][C:3]([O:5][CH2:6][CH3:7])=[O:4].[H-].[Na+].Br[CH2:15][C:16]#[C:17][CH3:18].Cl. The catalyst is C1COCC1. The product is [CH2:15]([CH:2]([C:3]([O:5][CH2:6][CH3:7])=[O:4])[C:1]([O:9][CH2:10][CH3:11])=[O:8])[C:16]#[C:17][CH3:18]. The yield is 1.00. (3) The reactants are [CH2:1]([C:3]1[S:7][C:6]([C:8]([O:10]C)=[O:9])=[CH:5][C:4]=1[C:12]1[N:16]([CH3:17])[N:15]=[CH:14][CH:13]=1)[CH3:2].[OH-].[Na+]. The catalyst is O1CCCC1. The product is [CH2:1]([C:3]1[S:7][C:6]([C:8]([OH:10])=[O:9])=[CH:5][C:4]=1[C:12]1[N:16]([CH3:17])[N:15]=[CH:14][CH:13]=1)[CH3:2]. The yield is 1.00.